Dataset: Full USPTO retrosynthesis dataset with 1.9M reactions from patents (1976-2016). Task: Predict the reactants needed to synthesize the given product. (1) Given the product [Cl:1][C:2]1[CH:7]=[CH:6][C:5]([CH:8]([N:23]2[C:19](=[O:29])[C:20]3[C:21](=[CH:25][CH:26]=[CH:27][CH:28]=3)[C:22]2=[O:24])[CH2:9][NH:10][C:11](=[O:17])[O:12][C:13]([CH3:16])([CH3:15])[CH3:14])=[CH:4][CH:3]=1, predict the reactants needed to synthesize it. The reactants are: [Cl:1][C:2]1[CH:7]=[CH:6][C:5]([CH:8](O)[CH2:9][NH:10][C:11](=[O:17])[O:12][C:13]([CH3:16])([CH3:15])[CH3:14])=[CH:4][CH:3]=1.[C:19]1(=[O:29])[NH:23][C:22](=[O:24])[C:21]2=[CH:25][CH:26]=[CH:27][CH:28]=[C:20]12.C1(P(C2C=CC=CC=2)C2C=CC=CC=2)C=CC=CC=1.N(C(OC(C)C)=O)=NC(OC(C)C)=O. (2) Given the product [C:6]1([CH2:5][C:3]([CH2:2][N:30]2[CH2:31][CH2:32][N:27]([C:22]3[CH:23]=[CH:24][CH:25]=[CH:26][N:21]=3)[CH2:28][CH2:29]2)=[O:4])[CH:11]=[CH:10][CH:9]=[CH:8][CH:7]=1, predict the reactants needed to synthesize it. The reactants are: Cl[CH2:2][C:3]([CH2:5][C:6]1[CH:11]=[CH:10][CH:9]=[CH:8][CH:7]=1)=[O:4].C(N(C(C)C)CC)(C)C.[N:21]1[CH:26]=[CH:25][CH:24]=[CH:23][C:22]=1[N:27]1[CH2:32][CH2:31][NH:30][CH2:29][CH2:28]1.N.